This data is from Reaction yield outcomes from USPTO patents with 853,638 reactions. The task is: Predict the reaction yield, written as a fraction of the theoretical maximum amount of product (1.0 means a 100% yield; for example, 0.34 means a 34% yield). (1) The reactants are [NH2:1][C:2]1[CH:9]=[CH:8][C:5]([C:6]#[N:7])=[C:4]([CH3:10])[N:3]=1.C1C(=O)N([Cl:18])C(=O)C1. The catalyst is CC(O)=O. The product is [NH2:1][C:2]1[C:9]([Cl:18])=[CH:8][C:5]([C:6]#[N:7])=[C:4]([CH3:10])[N:3]=1. The yield is 0.640. (2) The reactants are [CH2:1]([N:3](CC)CC)C.[C:16](O[C:16]([O:18][C:19]([CH3:22])([CH3:21])[CH3:20])=[O:17])([O:18][C:19]([CH3:22])([CH3:21])[CH3:20])=[O:17].[CH2:23]([N:30]1[CH2:35][CH2:34][C@H:33]([CH3:36])[C@H:32](NC)[CH2:31]1)[C:24]1[CH:29]=[CH:28][CH:27]=[CH:26][CH:25]=1. The catalyst is ClCCl. The product is [CH2:23]([N:30]1[CH2:35][CH2:34][CH:33]([CH3:36])[CH:32]([CH2:1][NH:3][C:16](=[O:17])[O:18][C:19]([CH3:20])([CH3:21])[CH3:22])[CH2:31]1)[C:24]1[CH:25]=[CH:26][CH:27]=[CH:28][CH:29]=1. The yield is 0.860. (3) The reactants are [CH2:1]([N:8]1[CH2:13][CH:12]2[CH:10]([C:11]2([CH3:23])[C:14]2[CH:19]=[CH:18][CH:17]=[C:16]([N+:20]([O-])=O)[CH:15]=2)[C:9]1=[O:24])[C:2]1[CH:7]=[CH:6][CH:5]=[CH:4][CH:3]=1.O.[Cl-].[Ca+2].[Cl-]. The catalyst is C(O)C.[Fe]. The product is [NH2:20][C:16]1[CH:15]=[C:14]([C:11]2([CH3:23])[CH:10]3[CH:12]2[CH2:13][N:8]([CH2:1][C:2]2[CH:3]=[CH:4][CH:5]=[CH:6][CH:7]=2)[C:9]3=[O:24])[CH:19]=[CH:18][CH:17]=1. The yield is 0.950. (4) The yield is 0.730. The catalyst is O1CCOCC1.C1C=CC([P]([Pd]([P](C2C=CC=CC=2)(C2C=CC=CC=2)C2C=CC=CC=2)([P](C2C=CC=CC=2)(C2C=CC=CC=2)C2C=CC=CC=2)[P](C2C=CC=CC=2)(C2C=CC=CC=2)C2C=CC=CC=2)(C2C=CC=CC=2)C2C=CC=CC=2)=CC=1. The reactants are Br[C:2]1[N:3]=[CH:4][NH:5][CH:6]=1.[CH:7]([O:10][C:11]1[CH:16]=[CH:15][CH:14]=[CH:13][C:12]=1B(O)O)([CH3:9])[CH3:8].C(=O)([O-])[O-].[Na+].[Na+]. The product is [CH:7]([O:10][C:11]1[CH:16]=[CH:15][CH:14]=[CH:13][C:12]=1[C:2]1[N:3]=[CH:4][NH:5][CH:6]=1)([CH3:9])[CH3:8]. (5) The reactants are [CH3:1][N:2]([CH3:23])[CH:3]1[CH2:7][CH2:6][N:5]([C:8]2[N:13]=[CH:12][C:11]([N:14]3[CH:19]=[CH:18][C:17]([CH2:20][OH:21])=[CH:16][C:15]3=[O:22])=[CH:10][CH:9]=2)[CH2:4]1.C1C=CC(P(C2C=CC=CC=2)C2C=CC=CC=2)=CC=1.[Cl:43][C:44]1[CH:45]=[CH:46][C:47](=O)[NH:48][CH:49]=1.CC(OC(/N=N/C(OC(C)C)=O)=O)C. The catalyst is C1COCC1. The product is [Cl:43][C:44]1[CH:45]=[CH:46][C:47]([O:21][CH2:20][C:17]2[CH:18]=[CH:19][N:14]([C:11]3[CH:12]=[N:13][C:8]([N:5]4[CH2:6][CH2:7][CH:3]([N:2]([CH3:23])[CH3:1])[CH2:4]4)=[CH:9][CH:10]=3)[C:15](=[O:22])[CH:16]=2)=[N:48][CH:49]=1. The yield is 0.0500. (6) The catalyst is CC#N. The reactants are [N:1]12[CH2:8][CH2:7][C:4]([C:9]([C:18]3[CH:23]=[CH:22][C:21]([F:24])=[CH:20][CH:19]=3)([C:11]3[CH:16]=[CH:15][C:14]([F:17])=[CH:13][CH:12]=3)[OH:10])([CH2:5][CH2:6]1)[CH2:3][CH2:2]2.[C:25]1([CH2:31][O:32][CH2:33][CH2:34][Br:35])[CH:30]=[CH:29][CH:28]=[CH:27][CH:26]=1. The yield is 0.661. The product is [Br-:35].[F:17][C:14]1[CH:15]=[CH:16][C:11]([C:9]([C:18]2[CH:19]=[CH:20][C:21]([F:24])=[CH:22][CH:23]=2)([OH:10])[C:4]23[CH2:5][CH2:6][N+:1]([CH2:34][CH2:33][O:32][CH2:31][C:25]4[CH:30]=[CH:29][CH:28]=[CH:27][CH:26]=4)([CH2:2][CH2:3]2)[CH2:8][CH2:7]3)=[CH:12][CH:13]=1. (7) The reactants are Br[C:2]1[CH:23]=[CH:22][C:5]([C:6]([NH:8][S:9]([C:12]2[CH:17]=[CH:16][CH:15]=[CH:14][C:13]=2[S:18](=[O:21])(=[O:20])[NH2:19])(=[O:11])=[O:10])=[O:7])=[C:4]([F:24])[CH:3]=1.[CH3:25][C:26]([CH3:30])([CH3:29])[C:27]#[CH:28].C(NC(C)C)(C)C. The catalyst is CN(C)C=O.Cl[Pd](Cl)([P](C1C=CC=CC=1)(C1C=CC=CC=1)C1C=CC=CC=1)[P](C1C=CC=CC=1)(C1C=CC=CC=1)C1C=CC=CC=1. The product is [CH3:25][C:26]([CH3:30])([CH3:29])[C:27]#[C:28][C:2]1[CH:23]=[CH:22][C:5]([C:6]([NH:8][S:9]([C:12]2[CH:17]=[CH:16][CH:15]=[CH:14][C:13]=2[S:18](=[O:21])(=[O:20])[NH2:19])(=[O:11])=[O:10])=[O:7])=[C:4]([F:24])[CH:3]=1. The yield is 0.500. (8) The reactants are [F:1][C:2]1[CH:7]=[CH:6][C:5]([F:8])=[CH:4][C:3]=1[C:9](=O)[CH3:10].[NH2:12][C:13]([NH2:15])=[S:14]. No catalyst specified. The product is [NH2:15][C:13]1[S:14][CH:10]=[C:9]([C:3]2[CH:4]=[C:5]([F:8])[CH:6]=[CH:7][C:2]=2[F:1])[N:12]=1. The yield is 0.778. (9) The reactants are [Cl:1][C:2]1[N:3]=[N:4][C:5](Cl)=[CH:6][C:7]=1[Si:8]([CH3:11])([CH3:10])[CH3:9].[NH2:13][NH2:14].C(N(C(C)C)CC)(C)C. No catalyst specified. The product is [Cl:1][C:2]1[N:3]=[N:4][C:5]([NH:13][NH2:14])=[CH:6][C:7]=1[Si:8]([CH3:11])([CH3:10])[CH3:9]. The yield is 0.450.